This data is from Full USPTO retrosynthesis dataset with 1.9M reactions from patents (1976-2016). The task is: Predict the reactants needed to synthesize the given product. (1) The reactants are: [Cl:1][C:2]1[N:3]=[C:4](Cl)[C:5]2[S:10][CH2:9][CH2:8][C:6]=2[N:7]=1.C(N(C(C)C)CC)(C)C.[F:21][C:22]1[CH:23]=[C:24]([CH:26]=[CH:27][CH:28]=1)[NH2:25]. Given the product [Cl:1][C:2]1[N:3]=[C:4]([NH:25][C:24]2[CH:26]=[CH:27][CH:28]=[C:22]([F:21])[CH:23]=2)[C:5]2[S:10][CH2:9][CH2:8][C:6]=2[N:7]=1, predict the reactants needed to synthesize it. (2) Given the product [F:1][C:2]1[CH:7]=[C:6]([O:8][C:24]2[CH:25]=[CH:26][N:21]=[CH:22][CH:23]=2)[CH:5]=[C:4]([F:9])[C:3]=1[C:10]1[N:15]=[C:14]([C:16]([O:18][CH3:19])=[O:17])[CH:13]=[CH:12][C:11]=1[F:20], predict the reactants needed to synthesize it. The reactants are: [F:1][C:2]1[CH:7]=[C:6]([OH:8])[CH:5]=[C:4]([F:9])[C:3]=1[C:10]1[N:15]=[C:14]([C:16]([O:18][CH3:19])=[O:17])[CH:13]=[CH:12][C:11]=1[F:20].[N:21]1[CH:26]=[CH:25][C:24](B(O)O)=[CH:23][CH:22]=1.CCN(CC)CC. (3) The reactants are: C([O:3][C:4]([C:6]1[C:14]2[C:9](=[CH:10][CH:11]=[C:12]([OH:15])[CH:13]=2)[N:8]([C:16]2[CH:21]=[CH:20][C:19]([CH:22]([CH3:24])[CH3:23])=[CH:18][CH:17]=2)[C:7]=1[CH2:25][C:26]([O:28]CC)=[O:27])=[O:5])C.[Cl:31][C:32]1[CH:33]=[C:34](B(O)O)[CH:35]=[CH:36][C:37]=1[Cl:38]. Given the product [C:4]([CH2:6][C:7]1[N:8]([C:16]2[CH:21]=[CH:20][C:19]([CH:22]([CH3:23])[CH3:24])=[CH:18][CH:17]=2)[C:9]2[C:10]([C:25]=1[C:26]([OH:28])=[O:27])=[CH:11][C:12]([O:15][C:35]1[CH:34]=[CH:33][C:32]([Cl:31])=[C:37]([Cl:38])[CH:36]=1)=[CH:13][CH:14]=2)([OH:3])=[O:5], predict the reactants needed to synthesize it.